This data is from Cav3 T-type calcium channel HTS with 100,875 compounds. The task is: Binary Classification. Given a drug SMILES string, predict its activity (active/inactive) in a high-throughput screening assay against a specified biological target. (1) The molecule is S1(=O)(=O)CC(NC(=O)COC(=O)C2CN(C(=O)C2)c2ccc(cc2)CC)CC1. The result is 0 (inactive). (2) The molecule is S=c1n([nH]nn1)C12CC3CC(C2)CC(C1)C3. The result is 0 (inactive).